This data is from NCI-60 drug combinations with 297,098 pairs across 59 cell lines. The task is: Regression. Given two drug SMILES strings and cell line genomic features, predict the synergy score measuring deviation from expected non-interaction effect. (1) Drug 1: C1C(C(OC1N2C=NC3=C2NC=NCC3O)CO)O. Drug 2: N.N.Cl[Pt+2]Cl. Cell line: EKVX. Synergy scores: CSS=14.0, Synergy_ZIP=-0.247, Synergy_Bliss=7.54, Synergy_Loewe=5.25, Synergy_HSA=3.99. (2) Drug 1: CC1=C2C(C(=O)C3(C(CC4C(C3C(C(C2(C)C)(CC1OC(=O)C(C(C5=CC=CC=C5)NC(=O)OC(C)(C)C)O)O)OC(=O)C6=CC=CC=C6)(CO4)OC(=O)C)O)C)O. Drug 2: CC1=C(C(=O)C2=C(C1=O)N3CC4C(C3(C2COC(=O)N)OC)N4)N. Cell line: CAKI-1. Synergy scores: CSS=34.2, Synergy_ZIP=7.38, Synergy_Bliss=13.7, Synergy_Loewe=-2.68, Synergy_HSA=-1.67. (3) Drug 1: CC(C1=C(C=CC(=C1Cl)F)Cl)OC2=C(N=CC(=C2)C3=CN(N=C3)C4CCNCC4)N. Drug 2: CCC1(C2=C(COC1=O)C(=O)N3CC4=CC5=C(C=CC(=C5CN(C)C)O)N=C4C3=C2)O.Cl. Cell line: SNB-19. Synergy scores: CSS=28.5, Synergy_ZIP=-1.16, Synergy_Bliss=0.0771, Synergy_Loewe=-10.2, Synergy_HSA=0.351. (4) Drug 1: CC1=C(C(=O)C2=C(C1=O)N3CC4C(C3(C2COC(=O)N)OC)N4)N. Drug 2: CC12CCC3C(C1CCC2OP(=O)(O)O)CCC4=C3C=CC(=C4)OC(=O)N(CCCl)CCCl.[Na+]. Cell line: BT-549. Synergy scores: CSS=24.6, Synergy_ZIP=-1.79, Synergy_Bliss=-1.54, Synergy_Loewe=-17.0, Synergy_HSA=-0.406. (5) Drug 1: CC(CN1CC(=O)NC(=O)C1)N2CC(=O)NC(=O)C2. Drug 2: CC1=C(C=C(C=C1)C(=O)NC2=CC(=CC(=C2)C(F)(F)F)N3C=C(N=C3)C)NC4=NC=CC(=N4)C5=CN=CC=C5. Cell line: TK-10. Synergy scores: CSS=5.72, Synergy_ZIP=-4.26, Synergy_Bliss=-5.37, Synergy_Loewe=-6.01, Synergy_HSA=-5.55. (6) Drug 1: C1=NC2=C(N=C(N=C2N1C3C(C(C(O3)CO)O)F)Cl)N. Drug 2: C1CN(CCN1C(=O)CCBr)C(=O)CCBr. Cell line: HS 578T. Synergy scores: CSS=25.1, Synergy_ZIP=-5.18, Synergy_Bliss=3.60, Synergy_Loewe=7.07, Synergy_HSA=4.88. (7) Drug 1: CC12CCC3C(C1CCC2=O)CC(=C)C4=CC(=O)C=CC34C. Drug 2: CCC(=C(C1=CC=CC=C1)C2=CC=C(C=C2)OCCN(C)C)C3=CC=CC=C3.C(C(=O)O)C(CC(=O)O)(C(=O)O)O. Cell line: OVCAR-5. Synergy scores: CSS=34.9, Synergy_ZIP=-0.678, Synergy_Bliss=0.753, Synergy_Loewe=0.0826, Synergy_HSA=1.16.